Dataset: Forward reaction prediction with 1.9M reactions from USPTO patents (1976-2016). Task: Predict the product of the given reaction. (1) Given the reactants [F:1][C:2]1[CH:3]=[C:4]([CH:6]=[C:7]([F:10])[C:8]=1[F:9])[NH2:5].[CH3:11][O:12][CH2:13][CH:14]1[CH2:18][N:17]([C:19]2[CH:20]=[N:21][N:22]3[CH2:27][C@H:26]([CH3:28])[N:25]([C:29](OC(C)(C)C)=[O:30])[CH2:24][C:23]=23)[C:16](=[O:36])[CH2:15]1.FC1C=CC(C2C=NN3CCN(C(OC(C)(C)C)=O)CC=23)=CC=1, predict the reaction product. The product is: [CH3:11][O:12][CH2:13][CH:14]1[CH2:18][N:17]([C:19]2[CH:20]=[N:21][N:22]3[CH2:27][C@H:26]([CH3:28])[N:25]([C:29]([NH:5][C:4]4[CH:3]=[C:2]([F:1])[C:8]([F:9])=[C:7]([F:10])[CH:6]=4)=[O:30])[CH2:24][C:23]=23)[C:16](=[O:36])[CH2:15]1. (2) Given the reactants C(O[C:4]([C:6]1[C:7](=[O:23])[NH:8][C:9]2[C:14]([C:15]=1[C:16]1[CH:21]=[CH:20][CH:19]=[CH:18][CH:17]=1)=[CH:13][C:12](Cl)=[CH:11][CH:10]=2)=[O:5])C.Cl.[O:25]1[CH2:30]COCC1, predict the reaction product. The product is: [CH3:14][C:9]1[CH:10]=[C:4]([C:6]2[C:7](=[O:23])[NH:8][C:9]3[C:14]([C:15]=2[C:16]2[CH:17]=[CH:18][CH:19]=[CH:20][CH:21]=2)=[CH:13][C:12]([CH:30]=[O:25])=[CH:11][CH:10]=3)[O:5][N:8]=1. (3) Given the reactants C([O:40]C(=O)[C@H:7]([N:14]([S:22]([CH2:25][C:26]1[CH:34]=[CH:33][C:29]2[S:30][CH:31]=[CH:32][C:28]=2[CH:27]=1)(=[O:24])=[O:23])CCOCCOC)[C:8]1[CH:13]=[CH:12][CH:11]=[CH:10][CH:9]=1)(C)(C)C.C([O:40]C(=O)[C@H:7]([NH:14][S:22]([CH2:25][C:26]1[CH:34]=[CH:33][C:29]2[S:30][CH:31]=[CH:32][C:28]=2[CH:27]=1)(=[O:24])=[O:23])[C:8]1[CH:13]=[CH:12][CH:11]=[CH:10][CH:9]=1)(C)(C)C.C1(P(C2C=CC=CC=2)C2C=CC=CN=2)C=CC=CC=1.CN(C)C(N=N[C:89]([N:91](C)C)=[O:90])=O.[CH3:95][O:96][CH2:97][CH2:98][O:99][CH2:100][CH2:101]O, predict the reaction product. The product is: [S:30]1[CH:31]=[CH:32][C:28]2[CH:27]=[C:26]([CH2:25][S:22]([N:14]([CH2:101][CH2:100][O:99][CH2:98][CH2:97][O:96][CH3:95])[C@H:7]([C:8]3[CH:13]=[CH:12][CH:11]=[CH:10][CH:9]=3)[C:89]([NH:91][OH:40])=[O:90])(=[O:23])=[O:24])[CH:34]=[CH:33][C:29]1=2. (4) The product is: [Br:1][C:12]([C:6]1[CH:7]=[CH:8][C:9]([O:10][CH3:11])=[C:4]([O:3][CH3:2])[CH:5]=1)=[CH2:13]. Given the reactants [BrH:1].[CH3:2][O:3][C:4]1[CH:5]=[C:6]([C:12]#[CH:13])[CH:7]=[CH:8][C:9]=1[O:10][CH3:11], predict the reaction product. (5) Given the reactants [C:1]([O:5][C:6]([C:8]1[N:9]([C:23]2[CH:27]=[CH:26][S:25][CH:24]=2)[C:10]2[C:15]([C:16]=1[NH2:17])=[C:14]([CH3:18])[C:13]([C:19]([F:22])([F:21])[F:20])=[CH:12][CH:11]=2)=[O:7])([CH3:4])([CH3:3])[CH3:2].Cl[C:29](Cl)([O:31]C(=O)OC(Cl)(Cl)Cl)Cl.C(N(CC)CC)C, predict the reaction product. The product is: [C:1]([O:5][C:6]([C:8]1[N:9]([C:23]2[CH:27]=[CH:26][S:25][CH:24]=2)[C:10]2[C:15]([C:16]=1[N:17]=[C:29]=[O:31])=[C:14]([CH3:18])[C:13]([C:19]([F:21])([F:20])[F:22])=[CH:12][CH:11]=2)=[O:7])([CH3:4])([CH3:2])[CH3:3]. (6) Given the reactants [C:1]([O:5][C:6]([N:8]1[CH2:13][CH2:12][C:11]2[S:14][C:15]([CH:17]=O)=[CH:16][C:10]=2[CH2:9]1)=[O:7])([CH3:4])([CH3:3])[CH3:2].[NH:19]1[CH2:24][CH2:23][CH2:22][CH2:21][CH2:20]1.[BH-](OC(C)=O)(OC(C)=O)OC(C)=O.[Na+].C(O)(=O)C, predict the reaction product. The product is: [N:19]1([CH2:17][C:15]2[S:14][C:11]3[CH2:12][CH2:13][N:8]([C:6]([O:5][C:1]([CH3:4])([CH3:3])[CH3:2])=[O:7])[CH2:9][C:10]=3[CH:16]=2)[CH2:24][CH2:23][CH2:22][CH2:21][CH2:20]1. (7) Given the reactants [NH2:1][C:2]1[CH:3]=[CH:4][C:5]([CH3:21])=[C:6]([NH:8][C:9]2[N:14]=[C:13]([C:15]3[CH:16]=[N:17][CH:18]=[CH:19][CH:20]=3)[CH:12]=[CH:11][N:10]=2)[CH:7]=1.CN1CCOCC1.Cl.Cl.[CH3:31][N:32]1[CH2:37][CH2:36][N:35]([CH2:38][C:39]2[CH:47]=[CH:46][C:42]([C:43](Cl)=[O:44])=[CH:41][CH:40]=2)[CH2:34][CH2:33]1.[OH-].[Na+], predict the reaction product. The product is: [CH3:31][N:32]1[CH2:37][CH2:36][N:35]([CH2:38][C:39]2[CH:47]=[CH:46][C:42]([C:43]([NH:1][C:2]3[CH:3]=[CH:4][C:5]([CH3:21])=[C:6]([NH:8][C:9]4[N:14]=[C:13]([C:15]5[CH:16]=[N:17][CH:18]=[CH:19][CH:20]=5)[CH:12]=[CH:11][N:10]=4)[CH:7]=3)=[O:44])=[CH:41][CH:40]=2)[CH2:34][CH2:33]1.